From a dataset of Forward reaction prediction with 1.9M reactions from USPTO patents (1976-2016). Predict the product of the given reaction. (1) The product is: [C:8]([O:12][C:13]([N:15]1[CH2:20][CH2:19][C:18]([OH:44])([C:21]2[CH:22]=[CH:23][C:24]([CH2:27][O:28][CH2:29][C@@H:30]([CH3:43])[CH2:31][N:2]3[N:3]=[N:4][CH:5]=[N:1]3)=[CH:25][CH:26]=2)[CH:17]([O:45][CH2:46][C:47]2[CH:48]=[CH:49][C:50]3[O:55][CH2:54][CH2:53][N:52]([CH2:56][CH2:57][CH2:58][O:59][CH3:60])[C:51]=3[CH:61]=2)[CH2:16]1)=[O:14])([CH3:10])([CH3:9])[CH3:11]. Given the reactants [NH:1]1[CH:5]=[N:4][N:3]=[N:2]1.[H-].[Na+].[C:8]([O:12][C:13]([N:15]1[CH2:20][CH2:19][C@:18]([OH:44])([C:21]2[CH:26]=[CH:25][C:24]([CH2:27][O:28][CH2:29][C@@H:30]([CH3:43])[CH2:31]OS(C3C=CC(C)=CC=3)(=O)=O)=[CH:23][CH:22]=2)[C@@H:17]([O:45][CH2:46][C:47]2[CH:48]=[CH:49][C:50]3[O:55][CH2:54][CH2:53][N:52]([CH2:56][CH2:57][CH2:58][O:59][CH3:60])[C:51]=3[CH:61]=2)[CH2:16]1)=[O:14])([CH3:11])([CH3:10])[CH3:9].O, predict the reaction product. (2) Given the reactants [NH2:1][C:2]1[CH:11]=[CH:10][C:5]([C:6]([O:8][CH3:9])=[O:7])=[CH:4][C:3]=1[CH3:12].[N:13]([O-])=O.[Na+].CC(O[K])=O.C1OCCOCCOCCOCCOCCOC1, predict the reaction product. The product is: [NH:1]1[C:2]2[C:3](=[CH:4][C:5]([C:6]([O:8][CH3:9])=[O:7])=[CH:10][CH:11]=2)[CH:12]=[N:13]1. (3) Given the reactants [CH3:1][O:2][C:3](=[O:13])[CH2:4][O:5][C:6]1[CH:11]=[CH:10][CH:9]=[C:8]([NH2:12])[CH:7]=1.C(=O)([O-])[O-].[Na+].[Na+].[CH2:20](Cl)[C:21]1[CH:26]=[CH:25][CH:24]=[CH:23][CH:22]=1, predict the reaction product. The product is: [CH3:1][O:2][C:3](=[O:13])[CH2:4][O:5][C:6]1[CH:11]=[CH:10][CH:9]=[C:8]([N:12]([CH2:20][C:21]2[CH:26]=[CH:25][CH:24]=[CH:23][CH:22]=2)[CH2:20][C:21]2[CH:26]=[CH:25][CH:24]=[CH:23][CH:22]=2)[CH:7]=1. (4) The product is: [Cl:1][C:2]1[C:7]([O:8][C:9]2[CH:14]=[CH:13][CH:12]=[C:11]([Cl:15])[C:10]=2[Cl:16])=[CH:6][C:5]2[NH:17][C:23]([C:22]([F:26])([F:27])[C:21]([F:28])([F:29])[C:20]([F:31])([F:30])[F:19])=[N:18][C:4]=2[CH:3]=1. Given the reactants [Cl:1][C:2]1[CH:3]=[C:4]([NH2:18])[C:5]([NH2:17])=[CH:6][C:7]=1[O:8][C:9]1[CH:14]=[CH:13][CH:12]=[C:11]([Cl:15])[C:10]=1[Cl:16].[F:19][C:20]([F:31])([F:30])[C:21]([F:29])([F:28])[C:22]([F:27])([F:26])[C:23](O)=O.Cl, predict the reaction product. (5) Given the reactants [CH2:1]([O:3][C:4]([C:6]1[N:7]([C:23]2[CH:28]=[CH:27][C:26]([O:29][CH:30]([CH3:32])[CH3:31])=[CH:25][CH:24]=2)[C:8]2[C:13]([CH:14]=1)=[CH:12][C:11]([O:15]CC1C=CC=CC=1)=[CH:10][CH:9]=2)=[O:5])[CH3:2], predict the reaction product. The product is: [CH2:1]([O:3][C:4]([C:6]1[N:7]([C:23]2[CH:28]=[CH:27][C:26]([O:29][CH:30]([CH3:31])[CH3:32])=[CH:25][CH:24]=2)[C:8]2[C:13]([CH:14]=1)=[CH:12][C:11]([OH:15])=[CH:10][CH:9]=2)=[O:5])[CH3:2]. (6) The product is: [CH2:35]([N:32]1[CH2:31][CH2:30][N:29]([C:27]2[CH:26]=[CH:25][N:24]=[C:23]([C:18]3[NH:17][C:16]([C:12]4[CH:11]=[C:10]([N:7]5[CH2:6][CH2:5][N:4]([CH2:3][CH2:12][CH2:16][CH3:21])[CH2:9][CH2:8]5)[CH:15]=[CH:14][N:13]=4)=[CH:21][C:20](=[O:22])[CH:19]=3)[CH:28]=2)[CH2:34][CH2:33]1)[CH2:11][CH2:10][CH3:15]. Given the reactants CI.[CH3:3][N:4]1[CH2:9][CH2:8][N:7]([C:10]2[CH:15]=[CH:14][N:13]=[C:12]([C:16]3[NH:17][C:18]([C:23]4[CH:28]=[C:27]([N:29]5[CH2:34][CH2:33][N:32]([CH3:35])[CH2:31][CH2:30]5)[CH:26]=[CH:25][N:24]=4)=[CH:19][C:20](=[O:22])[CH:21]=3)[CH:11]=2)[CH2:6][CH2:5]1, predict the reaction product.